This data is from Catalyst prediction with 721,799 reactions and 888 catalyst types from USPTO. The task is: Predict which catalyst facilitates the given reaction. Reactant: [C:1]([O:20][CH3:21])(=[O:19])[CH2:2][CH2:3][CH2:4][CH2:5][CH2:6][CH2:7][CH2:8][CH2:9][CH2:10][CH2:11][CH2:12][CH2:13][CH2:14][CH2:15][C:16]([O-:18])=[O:17].F[B-](F)(F)F.[C:27]1(=[O:41])[N:31](OC(N(C)C)=[N+](C)C)[C:30](=[O:40])[CH2:29][CH2:28]1.C(N(CC)C(C)C)(C)C. Product: [C:1]([O:20][CH3:21])(=[O:19])[CH2:2][CH2:3][CH2:4][CH2:5][CH2:6][CH2:7][CH2:8][CH2:9][CH2:10][CH2:11][CH2:12][CH2:13][CH2:14][CH2:15][C:16]([O:18][N:31]1[C:27](=[O:41])[CH2:28][CH2:29][C:30]1=[O:40])=[O:17]. The catalyst class is: 1.